This data is from Reaction yield outcomes from USPTO patents with 853,638 reactions. The task is: Predict the reaction yield, written as a fraction of the theoretical maximum amount of product (1.0 means a 100% yield; for example, 0.34 means a 34% yield). (1) The catalyst is C(OCC)C. The yield is 0.790. The product is [O:10]1[C:2]2[CH:7]=[CH:6][N:5]=[CH:4][C:3]=2[N:8]=[C:9]1[C:11]1[CH:20]=[CH:19][C:14]([C:15]([O:17][CH3:18])=[O:16])=[CH:13][CH:12]=1. The reactants are O[C:2]1[CH:7]=[CH:6][N:5]=[CH:4][C:3]=1[NH:8][C:9]([C:11]1[CH:20]=[CH:19][C:14]([C:15]([O:17][CH3:18])=[O:16])=[CH:13][CH:12]=1)=[O:10].C[Si](OP(=O)=O)(C)C. (2) The reactants are [Cl:1][C:2]1[CH:7]=[C:6]([CH2:8][C:9]2[C:17]([F:18])=[CH:16][C:15]([C:19]#[N:20])=[C:14]3[C:10]=2[C:11]([CH3:30])=[C:12]([CH3:29])[N:13]3COCC[Si](C)(C)C)[CH:5]=[CH:4][N:3]=1.[F-].C([N+](CCCC)(CCCC)CCCC)CCC. The catalyst is C1COCC1.CCOC(C)=O. The product is [Cl:1][C:2]1[CH:7]=[C:6]([CH2:8][C:9]2[C:17]([F:18])=[CH:16][C:15]([C:19]#[N:20])=[C:14]3[C:10]=2[C:11]([CH3:30])=[C:12]([CH3:29])[NH:13]3)[CH:5]=[CH:4][N:3]=1. The yield is 0.290. (3) The reactants are [Cl:1][C:2]1[CH:8]=[CH:7][CH:6]=[C:5]([CH3:9])[C:3]=1[NH2:4].N1C=CC=CC=1.[CH2:16]([O:18][CH:19]=[CH:20][C:21](Cl)=[O:22])[CH3:17].Cl. The catalyst is C1COCC1.O. The product is [Cl:1][C:2]1[CH:8]=[CH:7][CH:6]=[C:5]([CH3:9])[C:3]=1[NH:4][C:21](=[O:22])/[CH:20]=[CH:19]/[O:18][CH2:16][CH3:17]. The yield is 0.736. (4) The reactants are [CH3:1][C:2]1[C:3]([NH:8][C:9]2[C:18]3[C:13](=[CH:14][CH:15]=[C:16](I)[CH:17]=3)[N:12]=[CH:11][CH:10]=2)=[N:4][NH:5][C:6]=1[CH3:7].C(=O)([O-])[O-].[Na+].[Na+].[O:26]1[CH2:30][CH2:29][CH:28]([SH:31])[CH2:27]1. The catalyst is O1CCOCC1. The product is [CH3:1][C:2]1[C:3]([NH:8][C:9]2[C:18]3[C:13](=[CH:14][CH:15]=[C:16]([S:31][CH:28]4[CH2:29][CH2:30][O:26][CH2:27]4)[CH:17]=3)[N:12]=[CH:11][CH:10]=2)=[N:4][NH:5][C:6]=1[CH3:7]. The yield is 0.233. (5) The reactants are [C:1]1([CH2:7][CH2:8][CH2:9][CH2:10][NH:11][CH:12]=O)[CH:6]=[CH:5][CH:4]=[CH:3][CH:2]=1.C(N(CC)CC)C.ClC(Cl)(OC(=O)OC(Cl)(Cl)Cl)Cl.[Se].C(N=C=[Se:43])C1C=CC=CC=1. The catalyst is C(Cl)Cl. The product is [C:1]1([CH2:7][CH2:8][CH2:9][CH2:10][N:11]=[C:12]=[Se:43])[CH:6]=[CH:5][CH:4]=[CH:3][CH:2]=1. The yield is 0.950. (6) The reactants are C1(P(C2C=CC=CC=2)C2C=CC=CC=2)C=CC=CC=1.BrN1C(=O)CCC1=O.[Cl:28][C:29]1[CH:30]=[C:31]([C@@H:39]([CH2:43][CH:44]2[CH2:48][CH2:47][CH2:46][CH2:45]2)[C:40]([OH:42])=O)[CH:32]=[CH:33][C:34]=1[S:35]([CH3:38])(=[O:37])=[O:36].[NH2:49][C:50]1[NH:51][C:52]2[CH:58]=[CH:57][CH:56]=[CH:55][C:53]=2[N:54]=1.N1C=CC=CC=1. The catalyst is C(Cl)Cl.O. The product is [NH:51]1[C:52]2[CH:58]=[CH:57][CH:56]=[CH:55][C:53]=2[N:54]=[C:50]1[NH:49][C:40](=[O:42])[C@@H:39]([C:31]1[CH:32]=[CH:33][C:34]([S:35]([CH3:38])(=[O:36])=[O:37])=[C:29]([Cl:28])[CH:30]=1)[CH2:43][CH:44]1[CH2:48][CH2:47][CH2:46][CH2:45]1. The yield is 0.560. (7) The reactants are [CH2:1]([N:3]1[C:7]([N:8]2[CH2:14][CH2:13][CH2:12][C@@H:11]([NH:15][C:16](=[O:21])[C:17]([F:20])([F:19])[F:18])[CH2:10][CH2:9]2)=[C:6]([N+:22]([O-])=O)[CH:5]=[N:4]1)[CH3:2].[C:25]([O:29][C:30]([NH:32][C:33]1[S:37][C:36]([C:38]2[C:43]([F:44])=[CH:42][CH:41]=[CH:40][C:39]=2[F:45])=[N:35][C:34]=1[C:46](O)=[O:47])=[O:31])([CH3:28])([CH3:27])[CH3:26]. No catalyst specified. The product is [F:45][C:39]1[CH:40]=[CH:41][CH:42]=[C:43]([F:44])[C:38]=1[C:36]1[S:37][C:33]([NH:32][C:30](=[O:31])[O:29][C:25]([CH3:27])([CH3:26])[CH3:28])=[C:34]([C:46](=[O:47])[NH:22][C:6]2[CH:5]=[N:4][N:3]([CH2:1][CH3:2])[C:7]=2[N:8]2[CH2:14][CH2:13][CH2:12][C@@H:11]([NH:15][C:16](=[O:21])[C:17]([F:20])([F:19])[F:18])[CH2:10][CH2:9]2)[N:35]=1. The yield is 0.760.